From a dataset of Full USPTO retrosynthesis dataset with 1.9M reactions from patents (1976-2016). Predict the reactants needed to synthesize the given product. (1) Given the product [C:48]([C:36]1[CH:4]=[CH:5][C:6]2[N:10]=[C:9]([CH2:11][CH3:12])[N:8]([C:13]3[CH:14]=[CH:15][C:16]([CH2:19][CH2:20][NH:21][C:22]([NH:24][S:25]([C:28]4[CH:29]=[CH:30][C:31]([CH3:34])=[CH:32][CH:33]=4)(=[O:26])=[O:27])=[O:23])=[CH:17][CH:18]=3)[C:7]=2[CH:35]=1)(=[O:50])[CH3:49].[CH3:47][C:37]1[CH:42]=[CH:41][C:40]([S:43]([OH:46])(=[O:45])=[O:44])=[CH:39][CH:38]=1, predict the reactants needed to synthesize it. The reactants are: C([C:4]1[CH:36]=[CH:35][C:7]2[N:8]([C:13]3[CH:18]=[CH:17][C:16]([CH2:19][CH2:20][NH:21][C:22]([NH:24][S:25]([C:28]4[CH:33]=[CH:32][C:31]([CH3:34])=[CH:30][CH:29]=4)(=[O:27])=[O:26])=[O:23])=[CH:15][CH:14]=3)[C:9]([CH2:11][CH3:12])=[N:10][C:6]=2[CH:5]=1)(=O)C.[C:37]1([CH3:47])[CH:42]=[CH:41][C:40]([S:43]([OH:46])(=[O:45])=[O:44])=[CH:39][CH:38]=1.[CH2:48]([OH:50])[CH3:49]. (2) Given the product [CH3:27][O:28][N:5]([CH3:4])[C:13]([CH:15]1[CH2:19][CH2:18][N:17]([CH2:20][C:21]2[CH:22]=[CH:23][CH:24]=[CH:25][CH:26]=2)[CH2:16]1)=[O:14], predict the reactants needed to synthesize it. The reactants are: Cl.CO[CH2:4][NH2:5].[Cl-].C[Al+]C.C(O[C:13]([CH:15]1[CH2:19][CH2:18][N:17]([CH2:20][C:21]2[CH:26]=[CH:25][CH:24]=[CH:23][CH:22]=2)[CH2:16]1)=[O:14])C.[C:27](=O)([O-])[O-:28].[K+].[K+].